From a dataset of Reaction yield outcomes from USPTO patents with 853,638 reactions. Predict the reaction yield, written as a fraction of the theoretical maximum amount of product (1.0 means a 100% yield; for example, 0.34 means a 34% yield). (1) The reactants are [Br:1][C:2]1[NH:6][C:5]([C:7](=[O:9])[CH3:8])=[CH:4][CH:3]=1.C(N(CC)CC)C.[C:17](O[C:17]([O:19][C:20]([CH3:23])([CH3:22])[CH3:21])=[O:18])([O:19][C:20]([CH3:23])([CH3:22])[CH3:21])=[O:18]. The catalyst is ClCCl.CN(C)C1C=CN=CC=1. The product is [C:7]([C:5]1[N:6]([C:17]([O:19][C:20]([CH3:23])([CH3:22])[CH3:21])=[O:18])[C:2]([Br:1])=[CH:3][CH:4]=1)(=[O:9])[CH3:8]. The yield is 0.460. (2) The reactants are [NH2:1][C:2]1[CH:3]=[C:4]2[C:8](=[CH:9][CH:10]=1)[NH:7][N:6]=[CH:5]2.S([O-])([O-])(=O)=O.[Mg+2].[Cl-].[C:18]([O:22][C:23](=[O:26])[CH2:24][Zn+])([CH3:21])([CH3:20])[CH3:19]. The catalyst is O1CCCC1.C(OCC)(=O)C. The product is [CH2:18]([O:22][C:23](=[O:26])[CH:24]([NH:1][C:2]1[CH:3]=[C:4]2[C:8](=[CH:9][CH:10]=1)[NH:7][N:6]=[CH:5]2)[CH2:24][C:23]([O:22][C:18]([CH3:21])([CH3:20])[CH3:19])=[O:26])[CH3:19]. The yield is 0.650. (3) The reactants are [H-].[H-].[H-].[H-].[Li+].[Al+3].[CH2:7]([O:13][C:14]([O:25][CH2:26][CH2:27][CH2:28][CH2:29][CH2:30][CH3:31])([CH3:24])[C:15](OCCCCCC)=[O:16])[CH2:8][CH2:9][CH2:10][CH2:11][CH3:12]. The catalyst is CCOCC. The product is [CH2:26]([O:25][C:14]([O:13][CH2:7][CH2:8][CH2:9][CH2:10][CH2:11][CH3:12])([CH3:24])[CH2:15][OH:16])[CH2:27][CH2:28][CH2:29][CH2:30][CH3:31]. The yield is 0.940. (4) The reactants are [N:1]1([CH2:7][CH2:8][O:9][C:10]2[CH:11]=[C:12]([NH2:16])[CH:13]=[CH:14][CH:15]=2)[CH2:6][CH2:5][O:4][CH2:3][CH2:2]1.[CH3:17][O:18][C:19](=[O:31])[C:20]1[C:21](=[C:26](I)[CH:27]=[CH:28][CH:29]=1)[C:22]([O:24][CH3:25])=[O:23].C1C=CC(P(C2C(C3C(P(C4C=CC=CC=4)C4C=CC=CC=4)=CC=C4C=3C=CC=C4)=C3C(C=CC=C3)=CC=2)C2C=CC=CC=2)=CC=1.C(=O)([O-])[O-].[Cs+].[Cs+]. The catalyst is C1(C)C=CC=CC=1.C(Cl)Cl.C1C=CC(/C=C/C(/C=C/C2C=CC=CC=2)=O)=CC=1.C1C=CC(/C=C/C(/C=C/C2C=CC=CC=2)=O)=CC=1.C1C=CC(/C=C/C(/C=C/C2C=CC=CC=2)=O)=CC=1.[Pd].[Pd]. The product is [CH3:25][O:24][C:22](=[O:23])[C:21]1[C:20](=[C:29]([NH:16][C:12]2[CH:13]=[CH:14][CH:15]=[C:10]([O:9][CH2:8][CH2:7][N:1]3[CH2:6][CH2:5][O:4][CH2:3][CH2:2]3)[CH:11]=2)[CH:28]=[CH:27][CH:26]=1)[C:19]([O:18][CH3:17])=[O:31]. The yield is 0.730.